Predict which catalyst facilitates the given reaction. From a dataset of Catalyst prediction with 721,799 reactions and 888 catalyst types from USPTO. (1) Reactant: CCCC[N+:5]([CH2:14][CH2:15]CC)([CH2:10][CH2:11][CH2:12][CH3:13])[CH2:6]CCC.[F-].C([Si](C)(C)[O:24][C:25]1[CH:26]=[CH:27][C:28]2[C:29]3[CH:42]([C:43]4[CH:57]=[CH:56][C:46]([O:47]CCN5CCCCC5)=[CH:45][CH:44]=4)[O:41][C:40]4[CH:39]=[C:38]([O:58][Si](C(C)(C)C)(C)C)[CH:37]=[CH:36][C:35]=4[C:30]=3[CH2:31][O:32][C:33]=2[CH:34]=1)(C)(C)C.[CH3:68][C:69]([CH3:74])([CH3:73])[C:70](Cl)=[O:71]. Product: [OH:24][C:25]1[CH:26]=[CH:27][C:28]2[C:29]3[CH:42]([C:43]4[CH:44]=[CH:45][C:46]([O:47][CH2:15][CH2:14][N:5]5[CH2:6][CH2:13][CH2:12][CH2:11][CH2:10]5)=[CH:56][CH:57]=4)[O:41][C:40]4[CH:39]=[C:38]([O:58][C:70](=[O:71])[C:69]([CH3:74])([CH3:73])[CH3:68])[CH:37]=[CH:36][C:35]=4[C:30]=3[CH2:31][O:32][C:33]=2[CH:34]=1. The catalyst class is: 56. (2) Reactant: [C:1]([O:5][C:6]([NH:8][CH2:9][C@H:10]1[CH2:15][CH2:14][C@H:13]([C:16]([NH:18][C@H:19]([C:37](=[O:49])[NH:38][C:39]2[CH:47]=[C:46]3[C:42]([C:43](=[O:48])[NH:44][NH:45]3)=[CH:41][CH:40]=2)[CH2:20][C:21]2[CH:26]=[CH:25][C:24]([C:27]3[CH:32]=[CH:31][C:30]([C:33](O)=[O:34])=[CH:29][C:28]=3[CH3:36])=[CH:23][CH:22]=2)=[O:17])[CH2:12][CH2:11]1)=[O:7])([CH3:4])([CH3:3])[CH3:2].[CH3:50][O:51][CH2:52][CH2:53][O:54][CH2:55][CH2:56][O:57][CH2:58][CH2:59][O:60][CH2:61][CH2:62][NH2:63].F[P-](F)(F)(F)(F)F.CN(C(ON1C2=NC=CC=C2N=N1)=[N+](C)C)C.C(N(CC)C(C)C)(C)C. Product: [CH3:36][C:28]1[CH:29]=[C:30]([C:33](=[O:34])[NH:63][CH2:62][CH2:61][O:60][CH2:59][CH2:58][O:57][CH2:56][CH2:55][O:54][CH2:53][CH2:52][O:51][CH3:50])[CH:31]=[CH:32][C:27]=1[C:24]1[CH:25]=[CH:26][C:21]([CH2:20][C@H:19]([NH:18][C:16]([C@H:13]2[CH2:12][CH2:11][C@H:10]([CH2:9][NH:8][C:6](=[O:7])[O:5][C:1]([CH3:3])([CH3:2])[CH3:4])[CH2:15][CH2:14]2)=[O:17])[C:37](=[O:49])[NH:38][C:39]2[CH:47]=[C:46]3[C:42]([C:43](=[O:48])[NH:44][NH:45]3)=[CH:41][CH:40]=2)=[CH:22][CH:23]=1. The catalyst class is: 7. (3) Reactant: [F:1][C:2]1[CH:3]=[C:4]2[C:8](=[CH:9][CH:10]=1)[N:7]([C:11]([C:13]1[CH:18]=[C:17]([O:19]C)[N:16]=[C:15]([N:21]3[CH2:26][CH2:25][CH:24]([N:27]4[C:35]5[C:30](=[N:31][CH:32]=[CH:33][CH:34]=5)[NH:29][C:28]4=[O:36])[CH2:23][CH2:22]3)[CH:14]=1)=[O:12])[CH2:6][CH2:5]2.Cl.N1C=CC=CC=1. Product: [F:1][C:2]1[CH:3]=[C:4]2[C:8](=[CH:9][CH:10]=1)[N:7]([C:11]([C:13]1[CH:14]=[C:15]([N:21]3[CH2:26][CH2:25][CH:24]([N:27]4[C:35]5[C:30](=[N:31][CH:32]=[CH:33][CH:34]=5)[NH:29][C:28]4=[O:36])[CH2:23][CH2:22]3)[NH:16][C:17](=[O:19])[CH:18]=1)=[O:12])[CH2:6][CH2:5]2. The catalyst class is: 3. (4) Reactant: [Cl:1][C:2]1[C:7]([Cl:8])=[C:6]([F:9])[CH:5]=[CH:4][C:3]=1[N:10]=[C:11]=[S:12].[N:13]1[C:22]2[CH2:21][CH2:20][CH2:19][CH:18]([NH2:23])[C:17]=2[CH:16]=[CH:15][CH:14]=1.CO[C@@H]1[C@@H](C(OC)=O)[C@@H]2[C@@H](CN3[C@H](C2)C2NC4C=C(OC)C=CC=4C=2CC3)C[C@H]1OC(C1C=C(OC)C(OC)=C(OC)C=1)=O. Product: [Cl:1][C:2]1[C:7]([Cl:8])=[C:6]([F:9])[CH:5]=[CH:4][C:3]=1[NH:10][C:11]([NH:23][CH:18]1[CH2:19][CH2:20][CH2:21][C:22]2[N:13]=[CH:14][CH:15]=[CH:16][C:17]1=2)=[S:12]. The catalyst class is: 10.